This data is from Forward reaction prediction with 1.9M reactions from USPTO patents (1976-2016). The task is: Predict the product of the given reaction. (1) Given the reactants F[B-](F)(F)F.C[N+:7](C)=C(N(C)C)ON1C2C=CC=CC=2N=N1.[C:23]([C:25]1[CH:30]=[CH:29][C:28]([CH:31]2[N:36]([CH2:37][C:38](O)=[O:39])[C:35](=[O:41])[N:34]([C:42]3[CH:47]=[CH:46][CH:45]=[C:44]([C:48]([F:51])([F:50])[F:49])[CH:43]=3)[C:33]3[CH2:52][CH2:53][C:54](=[O:55])[C:32]2=3)=[CH:27][CH:26]=1)#[N:24].C(N(CC)C(C)C)(C)C.N, predict the reaction product. The product is: [C:23]([C:25]1[CH:26]=[CH:27][C:28]([CH:31]2[N:36]([CH2:37][C:38]([NH2:7])=[O:39])[C:35](=[O:41])[N:34]([C:42]3[CH:47]=[CH:46][CH:45]=[C:44]([C:48]([F:49])([F:51])[F:50])[CH:43]=3)[C:33]3[CH2:52][CH2:53][C:54](=[O:55])[C:32]2=3)=[CH:29][CH:30]=1)#[N:24]. (2) Given the reactants [NH2:1][C:2]1[CH:9]=[C:8]([CH3:10])[CH:7]=[CH:6][C:3]=1[C:4]#[N:5].[F:11][C:12]1[CH:17]=[CH:16][C:15]([S:18](Cl)(=[O:20])=[O:19])=[CH:14][CH:13]=1, predict the reaction product. The product is: [F:11][C:12]1[CH:17]=[CH:16][C:15]([S:18]([NH:1][C:2]2[CH:9]=[C:8]([CH3:10])[CH:7]=[CH:6][C:3]=2[C:4]#[N:5])(=[O:20])=[O:19])=[CH:14][CH:13]=1. (3) Given the reactants [CH2:1]([N:3]([CH2:28][CH3:29])[C:4](=[O:27])[C:5]1[CH:10]=[CH:9][CH:8]=[C:7]([C:11]2[CH:12]=[CH:13][C:14]3[C:15](=O)[C:16]4[C:21]([O:22][C:23]=3[CH:24]=2)=[C:20]([OH:25])[CH:19]=[CH:18][CH:17]=4)[CH:6]=1)[CH3:2].C([N:32]([CH2:50][CH3:51])[C:33]([C:35]1[CH:36]=CC2C(=O)C3C(OC=2C=1)=CC=CC=3)=O)C, predict the reaction product. The product is: [CH2:28]([N:3]([CH2:1][CH3:2])[C:4](=[O:27])[C:5]1[CH:10]=[CH:9][CH:8]=[C:7]([C:11]2[CH:12]=[CH:13][C:14]3[C:15](=[C:36]4[CH2:35][CH2:33][NH:32][CH2:50][CH2:51]4)[C:16]4[C:21]([O:22][C:23]=3[CH:24]=2)=[C:20]([OH:25])[CH:19]=[CH:18][CH:17]=4)[CH:6]=1)[CH3:29].